This data is from Full USPTO retrosynthesis dataset with 1.9M reactions from patents (1976-2016). The task is: Predict the reactants needed to synthesize the given product. (1) Given the product [Cl:19][C:20]1[CH:21]=[CH:22][C:23]([O:29][CH3:30])=[C:24]([CH:28]=1)[CH2:25][N:26]([CH3:27])[C:16](=[O:18])[CH2:15][CH2:14][CH2:13][N:11]1[CH:12]=[C:8]([C:5]2[CH:4]=[CH:3][C:2]([F:1])=[CH:7][CH:6]=2)[CH:9]=[N:10]1, predict the reactants needed to synthesize it. The reactants are: [F:1][C:2]1[CH:7]=[CH:6][C:5]([C:8]2[CH:9]=[N:10][N:11]([CH2:13][CH2:14][CH2:15][C:16]([OH:18])=O)[CH:12]=2)=[CH:4][CH:3]=1.[Cl:19][C:20]1[CH:21]=[CH:22][C:23]([O:29][CH3:30])=[C:24]([CH:28]=1)[CH2:25][NH:26][CH3:27]. (2) The reactants are: [C:1]([N:5]1[C:9]([C:10]2[CH:15]=[CH:14][C:13]([O:16][CH3:17])=[CH:12][CH:11]=2)=[C:8]([C:18](=[S:20])[NH2:19])[CH:7]=[N:6]1)([CH3:4])([CH3:3])[CH3:2].Br[CH2:22][C:23](=O)[C:24]([O:26][CH2:27][CH3:28])=[O:25]. Given the product [C:1]([N:5]1[C:9]([C:10]2[CH:15]=[CH:14][C:13]([O:16][CH3:17])=[CH:12][CH:11]=2)=[C:8]([C:18]2[S:20][CH:22]=[C:23]([C:24]([O:26][CH2:27][CH3:28])=[O:25])[N:19]=2)[CH:7]=[N:6]1)([CH3:4])([CH3:2])[CH3:3], predict the reactants needed to synthesize it. (3) Given the product [N:1]1([C:7]2[CH:12]=[CH:11][C:10]([NH:13][C:14]([N:16]3[CH2:21][CH2:20][CH:19]([C:22]4[C:31]5[C:26](=[CH:27][C:28]([O:41][CH2:40][CH2:39][CH:34]6[CH2:35][CH2:36][CH2:37][CH2:38][NH:33]6)=[CH:29][CH:30]=5)[N:25]=[CH:24][N:23]=4)[CH2:18][CH2:17]3)=[O:15])=[CH:9][CH:8]=2)[CH2:6][CH2:5][O:4][CH2:3][CH2:2]1, predict the reactants needed to synthesize it. The reactants are: [N:1]1([C:7]2[CH:12]=[CH:11][C:10]([NH:13][C:14]([N:16]3[CH2:21][CH2:20][CH:19]([C:22]4[C:31]5[C:26](=[CH:27][C:28](F)=[CH:29][CH:30]=5)[N:25]=[CH:24][N:23]=4)[CH2:18][CH2:17]3)=[O:15])=[CH:9][CH:8]=2)[CH2:6][CH2:5][O:4][CH2:3][CH2:2]1.[NH:33]1[CH2:38][CH2:37][CH2:36][CH2:35][CH:34]1[CH2:39][CH2:40][OH:41]. (4) Given the product [NH2:31][C:2]1[CH:3]=[CH:4][C:5]2[S:9][C:8]([S:10]([NH:13][C:14]3[CH:15]=[C:16]([CH:21]=[CH:22][CH:23]=3)[C:17]([O:19][CH3:20])=[O:18])(=[O:12])=[O:11])=[C:7]([CH3:24])[C:6]=2[CH:25]=1, predict the reactants needed to synthesize it. The reactants are: Br[C:2]1[CH:3]=[CH:4][C:5]2[S:9][C:8]([S:10]([NH:13][C:14]3[CH:15]=[C:16]([CH:21]=[CH:22][CH:23]=3)[C:17]([O:19][CH3:20])=[O:18])(=[O:12])=[O:11])=[C:7]([CH3:24])[C:6]=2[CH:25]=1.[Li+].C[Si]([N-:31][Si](C)(C)C)(C)C.